Dataset: Full USPTO retrosynthesis dataset with 1.9M reactions from patents (1976-2016). Task: Predict the reactants needed to synthesize the given product. (1) Given the product [Cl:12][C:11]1[C:2]([Cl:1])=[CH:3][C:4]2[NH:8][C:7]([S:9][C:18]3[O:22][C:21]([CH:23]=[O:24])=[CH:20][CH:19]=3)=[N:6][C:5]=2[CH:10]=1, predict the reactants needed to synthesize it. The reactants are: [Cl:1][C:2]1[C:11]([Cl:12])=[CH:10][C:5]2[NH:6][C:7]([SH:9])=[N:8][C:4]=2[CH:3]=1.[H-].[Na+].[N+]([C:18]1[O:22][C:21]([CH:23]=[O:24])=[CH:20][CH:19]=1)([O-])=O. (2) The reactants are: C(OC([NH:8][CH2:9][C@H:10]([N:15]1[CH2:20][CH2:19][N:18]([S:21]([CH2:24][CH:25]([CH3:27])[CH3:26])(=[O:23])=[O:22])[CH2:17][CH2:16]1)[C:11]([O:13][CH3:14])=[O:12])=O)(C)(C)C.[ClH:28].Cl.NC[C@H](N1CCN(S(CC(C)C)(=O)=O)CC1)C(OC)=O. Given the product [ClH:28].[ClH:28].[NH2:8][CH2:9][C@H:10]([N:15]1[CH2:20][CH2:19][N:18]([S:21]([CH:24]=[C:25]([CH3:27])[CH3:26])(=[O:23])=[O:22])[CH2:17][CH2:16]1)[C:11]([O:13][CH3:14])=[O:12], predict the reactants needed to synthesize it.